From a dataset of Full USPTO retrosynthesis dataset with 1.9M reactions from patents (1976-2016). Predict the reactants needed to synthesize the given product. (1) Given the product [CH3:3][N:2]([CH3:1])[CH2:4]/[CH:5]=[CH:6]/[C:7]([NH:9][C:10]1[CH:11]=[C:12]2[C:13]([N:22]=[CH:23][N:24]=[C:25]2[NH:26][C:27]2[CH:28]=[CH:29][C:30]([F:34])=[C:31]([Cl:33])[CH:32]=2)=[CH:14][C:15]=1[O:16][C@H:17]1[CH2:18][CH2:19][O:20][CH2:21]1)=[O:8].[CH:36](/[C:35]([OH:42])=[O:41])=[CH:37]/[C:38]([OH:40])=[O:39].[CH:36](/[C:35]([OH:42])=[O:41])=[CH:37]/[C:38]([OH:40])=[O:39], predict the reactants needed to synthesize it. The reactants are: [CH3:1][N:2]([CH2:4]/[CH:5]=[CH:6]/[C:7]([NH:9][C:10]1[CH:11]=[C:12]2[C:25]([NH:26][C:27]3[CH:28]=[CH:29][C:30]([F:34])=[C:31]([Cl:33])[CH:32]=3)=[N:24][CH:23]=[N:22][C:13]2=[CH:14][C:15]=1[O:16][C@@H:17]1[CH2:21][O:20][CH2:19][CH2:18]1)=[O:8])[CH3:3].[C:35]([OH:42])(=[O:41])/[CH:36]=[CH:37]\[C:38]([OH:40])=[O:39].C(O)C. (2) The reactants are: [NH2:1][C:2]1[N:10]=[CH:9][CH:8]=[CH:7][C:3]=1[C:4]([OH:6])=[O:5].S(=O)(=O)(O)O.[CH2:16](O)[CH3:17]. Given the product [NH2:1][C:2]1[N:10]=[CH:9][CH:8]=[CH:7][C:3]=1[C:4]([O:6][CH2:16][CH3:17])=[O:5], predict the reactants needed to synthesize it. (3) Given the product [C:1]([N:8]1[CH2:13][CH2:12][O:11][C@H:10]([CH2:14][C:15]2[CH:20]=[CH:19][CH:18]=[C:17]([CH:21]=[CH:37][C:36]3[CH:32]=[CH:31][N:30]=[CH:35][CH:34]=3)[CH:16]=2)[CH2:9]1)([O:3][C:4]([CH3:5])([CH3:6])[CH3:7])=[O:2], predict the reactants needed to synthesize it. The reactants are: [C:1]([N:8]1[CH2:13][CH2:12][O:11][C@H:10]([CH2:14][C:15]2[CH:20]=[CH:19][CH:18]=[C:17]([CH2:21]O)[CH:16]=2)[CH2:9]1)([O:3][C:4]([CH3:7])([CH3:6])[CH3:5])=[O:2].C([N:30]1[CH2:35][CH2:34]O[C@H:32]([CH2:36][C:37]2C=CC=C(Br)C=2)[CH2:31]1)(OC(C)(C)C)=O.C1(C)C=CC=CC=1P(C1C=CC=CC=1C)C1C=CC=CC=1C.C(C1C=CN=CC=1)=C.C(N(CC)CC)C. (4) Given the product [CH2:15]([O:5][C:4](=[O:6])[C:3]([CH2:8][F:9])([OH:7])[CH2:2][F:1])[CH3:16], predict the reactants needed to synthesize it. The reactants are: [F:1][CH2:2][C:3]([CH2:8][F:9])([OH:7])[C:4]([OH:6])=[O:5].OS(O)(=O)=O.[CH2:15](O)[CH3:16]. (5) Given the product [N:18]([CH:2]([CH2:16][CH3:17])[CH2:3][O:4][N:5]1[C:13](=[O:14])[C:12]2[C:7](=[CH:8][CH:9]=[CH:10][CH:11]=2)[C:6]1=[O:15])=[N+:19]=[N-:20], predict the reactants needed to synthesize it. The reactants are: Cl[CH:2]([CH2:16][CH3:17])[CH2:3][O:4][N:5]1[C:13](=[O:14])[C:12]2[C:7](=[CH:8][CH:9]=[CH:10][CH:11]=2)[C:6]1=[O:15].[N-:18]=[N+:19]=[N-:20].[Na+]. (6) Given the product [CH2:19]([O:21][C:22](=[O:30])[CH2:23][O:24][CH2:25]/[CH:26]=[CH:27]\[CH2:28][N:15]1[C:14](=[O:16])[CH2:13][CH2:12][CH2:11][C@@H:10]1[CH2:9][O:8][CH:6]([O:5][CH2:3][CH3:4])[CH3:7])[CH3:20], predict the reactants needed to synthesize it. The reactants are: [H-].[Na+].[CH2:3]([O:5][CH:6]([O:8][CH2:9][C@@H:10]1[NH:15][C:14](=[O:16])[CH2:13][CH2:12][CH2:11]1)[CH3:7])[CH3:4].[I-].[K+].[CH2:19]([O:21][C:22](=[O:30])[CH2:23][O:24][CH2:25]/[CH:26]=[CH:27]\[CH2:28]Cl)[CH3:20]. (7) Given the product [CH2:1]([O:8][C:9]([N:11]([CH2:23][C:24]([N:26]1[CH2:30][C@@H:29]([F:31])[CH2:28][C@H:27]1[C:32]#[N:33])=[O:25])[C:12]12[CH2:17][CH2:16][C:15]([C:20]([NH:64][C@H:62]([C:56]3[CH:61]=[CH:60][CH:59]=[CH:58][CH:57]=3)[CH3:63])=[O:22])([CH2:18][CH2:19]1)[CH2:14][CH2:13]2)=[O:10])[C:2]1[CH:7]=[CH:6][CH:5]=[CH:4][CH:3]=1, predict the reactants needed to synthesize it. The reactants are: [CH2:1]([O:8][C:9]([N:11]([CH2:23][C:24]([N:26]1[CH2:30][C@@H:29]([F:31])[CH2:28][C@H:27]1[C:32]#[N:33])=[O:25])[C:12]12[CH2:19][CH2:18][C:15]([C:20]([OH:22])=O)([CH2:16][CH2:17]1)[CH2:14][CH2:13]2)=[O:10])[C:2]1[CH:7]=[CH:6][CH:5]=[CH:4][CH:3]=1.ON1C2C=CC=CC=2N=N1.Cl.CN(C)CCCN=C=NCC.[C:56]1([C@@H:62]([NH2:64])[CH3:63])[CH:61]=[CH:60][CH:59]=[CH:58][CH:57]=1.